Dataset: NCI-60 drug combinations with 297,098 pairs across 59 cell lines. Task: Regression. Given two drug SMILES strings and cell line genomic features, predict the synergy score measuring deviation from expected non-interaction effect. (1) Drug 1: C1CCC(CC1)NC(=O)N(CCCl)N=O. Drug 2: C#CCC(CC1=CN=C2C(=N1)C(=NC(=N2)N)N)C3=CC=C(C=C3)C(=O)NC(CCC(=O)O)C(=O)O. Cell line: HT29. Synergy scores: CSS=18.4, Synergy_ZIP=-7.94, Synergy_Bliss=-7.30, Synergy_Loewe=-20.0, Synergy_HSA=-6.62. (2) Drug 1: CC(C)(C#N)C1=CC(=CC(=C1)CN2C=NC=N2)C(C)(C)C#N. Drug 2: N.N.Cl[Pt+2]Cl. Cell line: HT29. Synergy scores: CSS=7.81, Synergy_ZIP=-8.44, Synergy_Bliss=-3.97, Synergy_Loewe=-7.74, Synergy_HSA=-7.18.